From a dataset of Catalyst prediction with 721,799 reactions and 888 catalyst types from USPTO. Predict which catalyst facilitates the given reaction. (1) Reactant: [NH2:1][C:2]1[N:11]=[CH:10][C:9]2[CH2:8][CH2:7][C:6]3[C:12]([C:16]([NH:18][C:19]4[C:24]([CH2:25][CH3:26])=[CH:23][CH:22]=[CH:21][C:20]=4[CH2:27][CH3:28])=[O:17])=[N:13][N:14]([CH3:15])[C:5]=3[C:4]=2[N:3]=1.[C:29]([N:36]1[CH2:41][CH2:40][C:39](=O)[CH2:38][CH2:37]1)([O:31][C:32]([CH3:35])([CH3:34])[CH3:33])=[O:30].C(O)(C(F)(F)F)=O.[BH-](OC(C)=O)(OC(C)=O)OC(C)=O.[Na+].[OH-].[Na+]. Product: [CH2:27]([C:20]1[CH:21]=[CH:22][CH:23]=[C:24]([CH2:25][CH3:26])[C:19]=1[NH:18][C:16]([C:12]1[C:6]2[CH2:7][CH2:8][C:9]3[CH:10]=[N:11][C:2]([NH:1][CH:39]4[CH2:40][CH2:41][N:36]([C:29]([O:31][C:32]([CH3:35])([CH3:34])[CH3:33])=[O:30])[CH2:37][CH2:38]4)=[N:3][C:4]=3[C:5]=2[N:14]([CH3:15])[N:13]=1)=[O:17])[CH3:28]. The catalyst class is: 9. (2) Reactant: [NH2:1][C:2]1[N:10]=[C:9]2[C:5]([N:6]=CN2CCC(CO)CO)=[CH:4][N:3]=1.[N:18]1[CH:23]=[CH:22][CH:21]=[CH:20][CH:19]=1.[C:24]([O:27][C:28](=[O:30])[CH3:29])(=O)C. Product: [C:28]([O:30][C:9]12[N:18]=[C:23]([CH2:22][CH2:21][CH:20]([CH2:24][O:27][C:28](=[O:30])[CH3:29])[CH3:19])[N:6]=[C:5]1[CH:4]=[N:3][C:2]([NH2:1])=[N:10]2)(=[O:27])[CH3:29]. The catalyst class is: 453. (3) Reactant: [CH2:1]([C:8]1[O:9][C:10]([CH3:30])=[C:11]([CH3:29])[C:12]=1[C:13]([C:15]1[CH:20]=[C:19]([CH:21]([CH3:23])[CH3:22])[C:18]([O:24]C)=[C:17]([CH:26]([CH3:28])[CH3:27])[CH:16]=1)=[O:14])[C:2]1[CH:7]=[CH:6][CH:5]=[CH:4][CH:3]=1.B(Br)(Br)Br.C(Cl)Cl.C(=O)=O.CC(C)=O. Product: [CH2:1]([C:8]1[O:9][C:10]([CH3:30])=[C:11]([CH3:29])[C:12]=1[C:13]([C:15]1[CH:16]=[C:17]([CH:26]([CH3:27])[CH3:28])[C:18]([OH:24])=[C:19]([CH:21]([CH3:23])[CH3:22])[CH:20]=1)=[O:14])[C:2]1[CH:3]=[CH:4][CH:5]=[CH:6][CH:7]=1. The catalyst class is: 2. (4) Reactant: B(O)(O)[C@H]1N([C:7]([C@@H:9](N)[CH:10]([CH3:12])C)=[O:8])CCC1.CS(O)(=O)=[O:18].Br[C:22]1[N:23]=[CH:24][C:25]([NH:28][C:29](=[O:34])[C:30]([CH3:33])([CH3:32])[CH3:31])=[N:26][CH:27]=1.Cl.C1[CH2:40][O:39][CH2:38][CH2:37]1. Product: [CH3:31][C:30]([CH3:33])([CH3:32])[C:29]([NH:28][C:25]1[CH:24]=[N:23][C:22]([C:37](=[O:18])[CH2:38][O:39][CH:40]2[CH2:12][CH2:10][CH2:9][CH2:7][O:8]2)=[CH:27][N:26]=1)=[O:34]. The catalyst class is: 194. (5) Reactant: C(=O)([O-])[O-].[Na+].[Na+].[CH3:7][S:8]([O:11][C@H:12]1[CH2:16][NH:15][C@@H:14]2[C@@H:17]([OH:20])[CH2:18][O:19][C@H:13]12)(=[O:10])=[O:9].[C:21](O[C:21]([O:23][C:24]([CH3:27])([CH3:26])[CH3:25])=[O:22])([O:23][C:24]([CH3:27])([CH3:26])[CH3:25])=[O:22]. Product: [OH:20][C@@H:17]1[C@H:14]2[N:15]([C:21]([O:23][C:24]([CH3:27])([CH3:26])[CH3:25])=[O:22])[CH2:16][C@H:12]([O:11][S:8]([CH3:7])(=[O:9])=[O:10])[C@H:13]2[O:19][CH2:18]1. The catalyst class is: 127. (6) Product: [CH:25]1([S:28]([N:31]2[CH:35]=[C:34]([C:2]3[N:7]=[C:6]([NH:8][C:9]4[N:14]=[CH:13][C:12]5[N:15]=[C:16]([CH3:24])[N:17]([CH:18]([CH3:23])[C:19]([F:22])([F:21])[F:20])[C:11]=5[CH:10]=4)[CH:5]=[CH:4][N:3]=3)[CH:33]=[N:32]2)(=[O:29])=[O:30])[CH2:27][CH2:26]1. The catalyst class is: 103. Reactant: Cl[C:2]1[N:7]=[C:6]([NH:8][C:9]2[N:14]=[CH:13][C:12]3[N:15]=[C:16]([CH3:24])[N:17]([CH:18]([CH3:23])[C:19]([F:22])([F:21])[F:20])[C:11]=3[CH:10]=2)[CH:5]=[CH:4][N:3]=1.[CH:25]1([S:28]([N:31]2[CH:35]=[C:34](B3OC(C)(C)C(C)(C)O3)[CH:33]=[N:32]2)(=[O:30])=[O:29])[CH2:27][CH2:26]1.C(=O)([O-])[O-].[Na+].[Na+].O1CCOCC1. (7) Reactant: FC(F)(F)C(O)=O.[CH3:8][S:9]([C:11]1[C:19]2[C:14](=[CH:15][C:16]([C:20]([N:22]3[CH2:27][C@@H:26]4[CH2:28][C@H:23]3[CH2:24][N:25]4C(OC(C)(C)C)=O)=[O:21])=[CH:17][CH:18]=2)[N:13]([C:36]2[N:41]=[CH:40][C:39]([C:42]3[CH:47]=[CH:46][CH:45]=[CH:44][N:43]=3)=[CH:38][N:37]=2)[CH:12]=1)=[O:10]. Product: [C@H:23]12[CH2:28][C@H:26]([NH:25][CH2:24]1)[CH2:27][N:22]2[C:20]([C:16]1[CH:15]=[C:14]2[C:19]([C:11]([S:9]([CH3:8])=[O:10])=[CH:12][N:13]2[C:36]2[N:41]=[CH:40][C:39]([C:42]3[CH:47]=[CH:46][CH:45]=[CH:44][N:43]=3)=[CH:38][N:37]=2)=[CH:18][CH:17]=1)=[O:21]. The catalyst class is: 4. (8) Reactant: [O:1]1[C:3]2([CH2:8][CH2:7][N:6]([C:9]([O:11][C:12]([CH3:15])([CH3:14])[CH3:13])=[O:10])[CH2:5][CH2:4]2)[CH2:2]1.[C-:16]#[N:17].[K+]. Product: [C:16]([CH2:2][C:3]1([OH:1])[CH2:8][CH2:7][N:6]([C:9]([O:11][C:12]([CH3:15])([CH3:14])[CH3:13])=[O:10])[CH2:5][CH2:4]1)#[N:17]. The catalyst class is: 3. (9) Reactant: C(OC([N:8]1[C:13]2[CH:14]=[CH:15][CH:16]=[C:17]([C:18]([C:20]3[C:25]([N:26]([S:30]([C:33]4[CH:38]=[CH:37][C:36]([Cl:39])=[C:35]([C:40]([F:43])([F:42])[F:41])[CH:34]=4)(=[O:32])=[O:31])COC)=[CH:24][C:23]([Cl:44])=[CH:22][N:21]=3)=[O:19])[C:12]=2[O:11][CH2:10][CH2:9]1)=O)(C)(C)C. Product: [Cl:39][C:36]1[CH:37]=[CH:38][C:33]([S:30]([NH:26][C:25]2[C:20]([C:18]([C:17]3[C:12]4[O:11][CH2:10][CH2:9][NH:8][C:13]=4[CH:14]=[CH:15][CH:16]=3)=[O:19])=[N:21][CH:22]=[C:23]([Cl:44])[CH:24]=2)(=[O:31])=[O:32])=[CH:34][C:35]=1[C:40]([F:42])([F:43])[F:41]. The catalyst class is: 126. (10) Reactant: N#N.C(OC(=O)[N:9]([C:23]1[N:24]=[C:25]([CH2:28][CH2:29][CH2:30][CH2:31][C:32](=[O:34])[CH3:33])[O:26][CH:27]=1)[C:10]([C:12]1[N:13]=[CH:14][O:15][C:16]=1[C:17]1[CH:22]=[CH:21][CH:20]=[CH:19][CH:18]=1)=[O:11])(C)(C)C.FC(F)(F)C(O)=O. Product: [O:34]=[C:32]([CH3:33])[CH2:31][CH2:30][CH2:29][CH2:28][C:25]1[O:26][CH:27]=[C:23]([NH:9][C:10]([C:12]2[N:13]=[CH:14][O:15][C:16]=2[C:17]2[CH:22]=[CH:21][CH:20]=[CH:19][CH:18]=2)=[O:11])[N:24]=1. The catalyst class is: 2.